Dataset: Forward reaction prediction with 1.9M reactions from USPTO patents (1976-2016). Task: Predict the product of the given reaction. (1) Given the reactants [CH2:1]([N:3]1[C:8]2[N:9]=[C:10](S(C)=O)[N:11]=[CH:12][C:7]=2[CH:6]=[C:5]([C:16]2[CH:21]=[CH:20][C:19]([S:22]([CH3:25])(=[O:24])=[O:23])=[CH:18][CH:17]=2)[C:4]1=[O:26])[CH3:2].[CH3:27][N:28]1[CH2:33][CH2:32][CH:31]([CH2:34][CH2:35][NH2:36])[CH2:30][CH2:29]1.CCN(C(C)C)C(C)C, predict the reaction product. The product is: [CH2:1]([N:3]1[C:8]2[N:9]=[C:10]([NH:36][CH2:35][CH2:34][CH:31]3[CH2:32][CH2:33][N:28]([CH3:27])[CH2:29][CH2:30]3)[N:11]=[CH:12][C:7]=2[CH:6]=[C:5]([C:16]2[CH:17]=[CH:18][C:19]([S:22]([CH3:25])(=[O:23])=[O:24])=[CH:20][CH:21]=2)[C:4]1=[O:26])[CH3:2]. (2) Given the reactants C([N:8]1[CH2:13][CH2:12][N:11]([C:14]2[CH:19]=[CH:18][C:17]([C:20]([F:23])([F:22])[F:21])=[CH:16][N:15]=2)[C@H:10]([CH3:24])[CH2:9]1)C1C=CC=CC=1, predict the reaction product. The product is: [CH3:24][C@@H:10]1[CH2:9][NH:8][CH2:13][CH2:12][N:11]1[C:14]1[CH:19]=[CH:18][C:17]([C:20]([F:23])([F:21])[F:22])=[CH:16][N:15]=1.